Predict the reactants needed to synthesize the given product. From a dataset of Full USPTO retrosynthesis dataset with 1.9M reactions from patents (1976-2016). (1) Given the product [CH3:24][O:23][C:20]1[CH:19]=[CH:18][C:17]([CH2:16][N:12]2[C:11]3[CH:10]=[CH:9][CH:8]=[C:7]([OH:6])[C:15]=3[N:14]=[N:13]2)=[CH:22][CH:21]=1, predict the reactants needed to synthesize it. The reactants are: C([Si](C)(C)[O:6][C:7]1[C:15]2[N:14]=[N:13][N:12]([CH2:16][C:17]3[CH:22]=[CH:21][C:20]([O:23][CH3:24])=[CH:19][CH:18]=3)[C:11]=2[CH:10]=[CH:9][CH:8]=1)(C)(C)C.[F-].[NH4+].[NH4+].[NH4+].[NH4+].[F-].[F-].[F-]. (2) The reactants are: Cl[CH2:2][C:3]1[CH:17]=[CH:16][C:6]([C:7]([NH:9][C:10]2[CH:15]=[N:14][CH:13]=[CH:12][N:11]=2)=[O:8])=[CH:5][CH:4]=1.[N:18]1[CH:19]=[CH:20][N:21]2[CH:26]=[CH:25][CH:24]=[C:23]([OH:27])[C:22]=12.FC1C=CC(CN2C=C(NC(=O)C3C=CC=C(COC4C=CC=CC=4C(F)(F)F)C=3)C=N2)=CC=1. Given the product [N:18]1[CH:19]=[CH:20][N:21]2[CH:26]=[CH:25][CH:24]=[C:23]([O:27][CH2:2][C:3]3[CH:17]=[CH:16][C:6]([C:7]([NH:9][C:10]4[CH:15]=[N:14][CH:13]=[CH:12][N:11]=4)=[O:8])=[CH:5][CH:4]=3)[C:22]=12, predict the reactants needed to synthesize it. (3) Given the product [OH:1][CH2:2][CH2:3][NH:4][C:5]1[N:6]=[C:7]2[C:8]([NH:16][C:35](=[O:36])[N:19]2[C:20]2[CH:25]=[CH:24][CH:23]=[CH:22][C:21]=2[O:26][CH3:27])=[C:9]([C:11]([NH2:55])=[O:13])[N:10]=1, predict the reactants needed to synthesize it. The reactants are: [OH:1][CH2:2][CH2:3][NH:4][C:5]1[N:10]=[C:9]([C:11]([O:13]CC)=O)[C:8]([N+:16]([O-])=O)=[C:7]([NH:19][C:20]2[CH:25]=[CH:24][CH:23]=[CH:22][C:21]=2[O:26][CH3:27])[N:6]=1.ClC1N=C([C:35](OCC)=[O:36])C([N+]([O-])=O)=C(NC2C=CC=CC=2OC)N=1.C(C[NH2:55])O.C(N(C(C)C)CC)(C)C. (4) The reactants are: [Cl:1][C:2]1[N:7]=[C:6](Cl)[C:5]([F:9])=[CH:4][N:3]=1.[F:10][C:11]1[CH:18]=[CH:17][CH:16]=[CH:15][C:12]=1[CH2:13][NH2:14].C(N(CC)CC)C. Given the product [Cl:1][C:2]1[N:7]=[C:6]([NH:14][CH2:13][C:12]2[CH:15]=[CH:16][CH:17]=[CH:18][C:11]=2[F:10])[C:5]([F:9])=[CH:4][N:3]=1, predict the reactants needed to synthesize it. (5) Given the product [Cl:15][C:16]1[N:17]=[N:18][CH:19]=[C:20]([O:12][C:4]2[CH:5]=[C:6]([C:8]([F:10])([F:11])[F:9])[CH:7]=[C:2]([F:1])[CH:3]=2)[CH:21]=1, predict the reactants needed to synthesize it. The reactants are: [F:1][C:2]1[CH:3]=[C:4]([OH:12])[CH:5]=[C:6]([C:8]([F:11])([F:10])[F:9])[CH:7]=1.[H-].[Na+].[Cl:15][C:16]1[N:17]=[N:18][CH:19]=[C:20](Cl)[CH:21]=1.